Dataset: Full USPTO retrosynthesis dataset with 1.9M reactions from patents (1976-2016). Task: Predict the reactants needed to synthesize the given product. (1) Given the product [CH3:8][C:9]1[CH:13]=[C:12]([N:14]([CH2:31][C:27]2[N:26]([C:22]3[S:21][CH:2]=[CH:3][N:23]=3)[CH:30]=[CH:29][CH:28]=2)[CH2:31][C:27]2[N:26]([C:22]3[S:21][CH:25]=[CH:24][N:23]=3)[CH:30]=[CH:29][CH:28]=2)[N:11]([C:15]2[CH:16]=[CH:17][CH:18]=[CH:19][CH:20]=2)[N:10]=1, predict the reactants needed to synthesize it. The reactants are: F[C:2](F)(F)[C:3]([O-])=O.[CH3:8][C:9]1[CH:13]=[C:12]([NH2:14])[N:11]([C:15]2[CH:20]=[CH:19][CH:18]=[CH:17][CH:16]=2)[N:10]=1.[S:21]1[CH:25]=[CH:24][N:23]=[C:22]1[N:26]1[CH:30]=[CH:29][CH:28]=[C:27]1[CH:31]=O. (2) Given the product [Cl:23][C:24]1[CH:25]=[C:26]2[C:30](=[CH:31][CH:32]=1)[NH:29][C:28]([CH:15]([C:3]1[C:4](=[O:14])[O:5][C:6]([CH3:13])([C:7]3[CH:12]=[CH:11][CH:10]=[CH:9][CH:8]=3)[C:2]=1[OH:1])[C:16]1[CH:21]=[CH:20][CH:19]=[CH:18][CH:17]=1)=[C:27]2[CH2:33][C:34]([NH:37][C:38](=[O:40])[CH3:39])([CH3:36])[CH3:35], predict the reactants needed to synthesize it. The reactants are: [OH:1][C:2]1[C:6]([CH3:13])([C:7]2[CH:12]=[CH:11][CH:10]=[CH:9][CH:8]=2)[O:5][C:4](=[O:14])[CH:3]=1.[CH:15](=O)[C:16]1[CH:21]=[CH:20][CH:19]=[CH:18][CH:17]=1.[Cl:23][C:24]1[CH:25]=[C:26]2[C:30](=[CH:31][CH:32]=1)[NH:29][CH:28]=[C:27]2[CH2:33][C:34]([NH:37][C:38](=[O:40])[CH3:39])([CH3:36])[CH3:35]. (3) Given the product [CH2:9]([O:8][C:3]1[CH:4]=[CH:5][CH:6]=[CH:7][C:2]=1[F:1])[CH3:10], predict the reactants needed to synthesize it. The reactants are: [F:1][C:2]1[CH:7]=[CH:6][CH:5]=[CH:4][C:3]=1[OH:8].[CH2:9](I)[CH3:10].C(=O)([O-])[O-].[K+].[K+].